From a dataset of Full USPTO retrosynthesis dataset with 1.9M reactions from patents (1976-2016). Predict the reactants needed to synthesize the given product. (1) Given the product [CH3:1][O:2][C:3]1[CH:4]=[C:5]([C:9]2[CH:15]=[C:14]([CH3:16])[CH:13]=[CH:12][C:10]=2[N:11]2[CH:35]=[C:34]([C:33]([F:37])([F:36])[F:32])[N:30]=[N:31]2)[N:6]=[CH:7][N:8]=1, predict the reactants needed to synthesize it. The reactants are: [CH3:1][O:2][C:3]1[N:8]=[CH:7][N:6]=[C:5]([C:9]2[CH:15]=[C:14]([CH3:16])[CH:13]=[CH:12][C:10]=2[NH2:11])[CH:4]=1.C(ON=O)CC(C)C.[Si](N=[N+:30]=[N-:31])(C)(C)C.[F:32][C:33]([F:37])([F:36])[C:34]#[CH:35]. (2) Given the product [NH2:8][CH2:9][CH:10]1[CH2:15][CH2:14][N:13]([C:16]([O:18][CH2:19][C:20]2[CH:21]=[C:22]([Cl:27])[CH:23]=[C:24]([Cl:26])[CH:25]=2)=[O:17])[CH:12]([CH3:28])[CH2:11]1, predict the reactants needed to synthesize it. The reactants are: C(OC([NH:8][CH2:9][CH:10]1[CH2:15][CH2:14][N:13]([C:16]([O:18][CH2:19][C:20]2[CH:25]=[C:24]([Cl:26])[CH:23]=[C:22]([Cl:27])[CH:21]=2)=[O:17])[CH:12]([CH3:28])[CH2:11]1)=O)(C)(C)C.FC(F)(F)C(O)=O. (3) Given the product [CH3:17][N:2]([CH3:1])[C:3]1[CH:4]=[CH:5][C:6]2[N:7]([CH:9]=[C:10]([C:12]([NH:24][C:19]3[CH:20]=[CH:21][CH:22]=[CH:23][N:18]=3)=[O:14])[N:11]=2)[CH:8]=1, predict the reactants needed to synthesize it. The reactants are: [CH3:1][N:2]([CH3:17])[C:3]1[CH:4]=[CH:5][C:6]2[N:7]([CH:9]=[C:10]([C:12]([O:14]CC)=O)[N:11]=2)[CH:8]=1.[N:18]1[CH:23]=[CH:22][CH:21]=[CH:20][C:19]=1[NH2:24].ON1C2N=CC=CC=2N=N1.